This data is from NCI-60 drug combinations with 297,098 pairs across 59 cell lines. The task is: Regression. Given two drug SMILES strings and cell line genomic features, predict the synergy score measuring deviation from expected non-interaction effect. (1) Drug 1: CS(=O)(=O)C1=CC(=C(C=C1)C(=O)NC2=CC(=C(C=C2)Cl)C3=CC=CC=N3)Cl. Drug 2: C(CC(=O)O)C(=O)CN.Cl. Cell line: RXF 393. Synergy scores: CSS=13.0, Synergy_ZIP=-1.89, Synergy_Bliss=1.42, Synergy_Loewe=-6.44, Synergy_HSA=2.74. (2) Drug 1: C1CN1P(=S)(N2CC2)N3CC3. Drug 2: C1C(C(OC1N2C=C(C(=O)NC2=O)F)CO)O. Cell line: NCI-H460. Synergy scores: CSS=58.4, Synergy_ZIP=-1.52, Synergy_Bliss=-0.372, Synergy_Loewe=-7.65, Synergy_HSA=2.21.